Dataset: Peptide-MHC class I binding affinity with 185,985 pairs from IEDB/IMGT. Task: Regression. Given a peptide amino acid sequence and an MHC pseudo amino acid sequence, predict their binding affinity value. This is MHC class I binding data. (1) The peptide sequence is VKNVYVKF. The MHC is Mamu-B52 with pseudo-sequence Mamu-B52. The binding affinity (normalized) is 0.249. (2) The peptide sequence is LVGGREWSY. The MHC is HLA-A02:01 with pseudo-sequence HLA-A02:01. The binding affinity (normalized) is 0.0847.